The task is: Regression. Given a peptide amino acid sequence and an MHC pseudo amino acid sequence, predict their binding affinity value. This is MHC class II binding data.. This data is from Peptide-MHC class II binding affinity with 134,281 pairs from IEDB. (1) The peptide sequence is EEDIEIIPKQEEEY. The MHC is HLA-DQA10401-DQB10402 with pseudo-sequence HLA-DQA10401-DQB10402. The binding affinity (normalized) is 0.727. (2) The peptide sequence is DKFTVFEAAFNDAIK. The MHC is HLA-DQA10102-DQB10602 with pseudo-sequence HLA-DQA10102-DQB10602. The binding affinity (normalized) is 0.267. (3) The peptide sequence is ENPVVHFFKNIVTPR. The MHC is HLA-DPA10103-DPB10401 with pseudo-sequence HLA-DPA10103-DPB10401. The binding affinity (normalized) is 0. (4) The peptide sequence is FAVVDLNKMRAVWVD. The MHC is DRB3_0101 with pseudo-sequence DRB3_0101. The binding affinity (normalized) is 0.493.